From a dataset of Catalyst prediction with 721,799 reactions and 888 catalyst types from USPTO. Predict which catalyst facilitates the given reaction. (1) Reactant: [CH3:1][C:2]1[C:3]([N:11]2[CH2:16][CH2:15][CH:14]([C:17]([O:19][CH3:20])=[O:18])[CH2:13][CH2:12]2)=[N:4][CH:5]=[C:6]([N+:8]([O-])=O)[CH:7]=1. Product: [NH2:8][C:6]1[CH:7]=[C:2]([CH3:1])[C:3]([N:11]2[CH2:16][CH2:15][CH:14]([C:17]([O:19][CH3:20])=[O:18])[CH2:13][CH2:12]2)=[N:4][CH:5]=1. The catalyst class is: 50. (2) Reactant: [CH3:1][C:2]1[N:12]=[C:11]2[N:6]([CH2:7][CH2:8][CH2:9][CH:10]2[OH:13])[C:4](=[O:5])[C:3]=1[CH2:14][CH2:15][N:16]1[CH2:21][CH2:20][CH:19]([C:22]2[C:23]3[CH:24]=[CH:25][C:26]([F:31])=[CH:27][C:28]=3[O:29][N:30]=2)[CH2:18][CH2:17]1.C1OCCOCCOCCOCCOCCOC1.Br[CH2:51][CH2:52][CH2:53][CH2:54][CH2:55][C:56]([O:58]CC)=[O:57].[H-].[Na+].C(=O)(O)[O-].[Na+]. Product: [F:31][C:26]1[CH:25]=[CH:24][C:23]2[C:22]([CH:19]3[CH2:20][CH2:21][N:16]([CH2:15][CH2:14][C:3]4[C:4](=[O:5])[N:6]5[CH2:7][CH2:8][CH2:9][CH:10]([O:13][CH2:51][CH2:52][CH2:53][CH2:54][CH2:55][C:56]([OH:58])=[O:57])[C:11]5=[N:12][C:2]=4[CH3:1])[CH2:17][CH2:18]3)=[N:30][O:29][C:28]=2[CH:27]=1. The catalyst class is: 1. (3) Reactant: [O:1]1[CH:5]=[CH:4][CH:3]=[C:2]1[C:6]1[O:10][N:9]=[C:8]([C:11]2[N:16]=[C:15]([NH:17][C:18]3[CH:23]=[CH:22][CH:21]=[CH:20][CH:19]=3)[N:14]=[C:13]([NH2:24])[N:12]=2)[N:7]=1.C(=O)([O-])[O-].[K+].[K+].Br[CH2:32][CH2:33][OH:34]. Product: [NH2:24][C:13]1[N:12]=[C:11]([C:8]2[N:7]=[C:6]([C:2]3[O:1][CH:5]=[CH:4][CH:3]=3)[O:10][N:9]=2)[N:16]=[C:15]([N:17]([C:18]2[CH:23]=[CH:22][CH:21]=[CH:20][CH:19]=2)[CH2:32][CH2:33][OH:34])[N:14]=1. The catalyst class is: 3. (4) Reactant: O.O.[Sn](Cl)(Cl)(Cl)Cl.[N+:8]([C:11]1[CH:16]=[C:15]([N+:17]([O-])=O)[CH:14]=[CH:13][C:12]=1[CH2:20][C:21]([OH:23])=O)([O-])=O.[OH-].[Na+]. Product: [NH2:17][C:15]1[CH:16]=[C:11]2[C:12]([CH2:20][C:21](=[O:23])[NH:8]2)=[CH:13][CH:14]=1. The catalyst class is: 8.